From a dataset of NCI-60 drug combinations with 297,098 pairs across 59 cell lines. Regression. Given two drug SMILES strings and cell line genomic features, predict the synergy score measuring deviation from expected non-interaction effect. (1) Drug 1: C1CC(=O)NC(=O)C1N2C(=O)C3=CC=CC=C3C2=O. Drug 2: CC1=C(C(=O)C2=C(C1=O)N3CC4C(C3(C2COC(=O)N)OC)N4)N. Cell line: SN12C. Synergy scores: CSS=26.9, Synergy_ZIP=22.5, Synergy_Bliss=27.3, Synergy_Loewe=25.6, Synergy_HSA=26.5. (2) Drug 1: CCCCC(=O)OCC(=O)C1(CC(C2=C(C1)C(=C3C(=C2O)C(=O)C4=C(C3=O)C=CC=C4OC)O)OC5CC(C(C(O5)C)O)NC(=O)C(F)(F)F)O. Cell line: MCF7. Synergy scores: CSS=38.9, Synergy_ZIP=1.33, Synergy_Bliss=4.72, Synergy_Loewe=-0.927, Synergy_HSA=5.19. Drug 2: CC(C)NC(=O)C1=CC=C(C=C1)CNNC.Cl.